This data is from Peptide-MHC class II binding affinity with 134,281 pairs from IEDB. The task is: Regression. Given a peptide amino acid sequence and an MHC pseudo amino acid sequence, predict their binding affinity value. This is MHC class II binding data. The peptide sequence is YKRQLMNILGAVYRY. The MHC is DRB1_0701 with pseudo-sequence DRB1_0701. The binding affinity (normalized) is 0.596.